From a dataset of Full USPTO retrosynthesis dataset with 1.9M reactions from patents (1976-2016). Predict the reactants needed to synthesize the given product. (1) Given the product [OH:13][CH2:11][CH2:12][O:1][C:2]1[CH:3]=[C:4]([CH:7]=[CH:8][CH:9]=1)[CH:5]=[O:6], predict the reactants needed to synthesize it. The reactants are: [OH:1][C:2]1[CH:3]=[C:4]([CH:7]=[CH:8][CH:9]=1)[CH:5]=[O:6].Br[CH:11]([OH:13])[CH3:12].C(=O)([O-])[O-].[Cs+].[Cs+]. (2) Given the product [Cl:1][C:2]1[S:6][C:5]([CH:7]([NH2:9])[CH3:8])=[CH:4][CH:3]=1, predict the reactants needed to synthesize it. The reactants are: [Cl:1][C:2]1[S:6][C:5]([CH:7]([N:9]=[N+]=[N-])[CH3:8])=[CH:4][CH:3]=1.C1(P(C2C=CC=CC=2)C2C=CC=CC=2)C=CC=CC=1. (3) Given the product [Cl:1][C:2]1[CH:7]=[CH:6][C:5]([C:8](=[N:29][O:28][CH2:27][CH2:26][NH:25][C:24](=[O:30])[O:23][C:19]([CH3:21])([CH3:20])[CH3:22])[C:10]2[NH:18][C:13]3=[CH:14][N:15]=[CH:16][CH:17]=[C:12]3[CH:11]=2)=[CH:4][CH:3]=1, predict the reactants needed to synthesize it. The reactants are: [Cl:1][C:2]1[CH:7]=[CH:6][C:5]([C:8]([C:10]2[NH:18][C:13]3=[CH:14][N:15]=[CH:16][CH:17]=[C:12]3[CH:11]=2)=O)=[CH:4][CH:3]=1.[C:19]([O:23][C:24](=[O:30])[NH:25][CH2:26][CH2:27][O:28][NH2:29])([CH3:22])([CH3:21])[CH3:20]. (4) Given the product [CH2:1]([N:8]1[C@@H:16]2[C@@:11]([C:18]3[CH:23]=[CH:22][C:21]([O:24][CH3:25])=[C:20]([O:26][CH3:27])[CH:19]=3)([CH2:12][CH2:13][C@@H:14]([NH:17][C:28](=[O:29])[O:31][C:2]([CH3:7])([CH3:3])[CH3:1])[CH2:15]2)[CH2:10][CH2:9]1)[C:2]1[CH:7]=[CH:6][CH:5]=[CH:4][CH:3]=1, predict the reactants needed to synthesize it. The reactants are: [CH2:1]([N:8]1[C@@H:16]2[C@@:11]([C:18]3[CH:23]=[CH:22][C:21]([O:24][CH3:25])=[C:20]([O:26][CH3:27])[CH:19]=3)([CH2:12][CH2:13][C@@H:14]([NH2:17])[CH2:15]2)[CH2:10][CH2:9]1)[C:2]1[CH:7]=[CH:6][CH:5]=[CH:4][CH:3]=1.[C:28]([O-:31])(O)=[O:29].[Na+].O.